Dataset: Forward reaction prediction with 1.9M reactions from USPTO patents (1976-2016). Task: Predict the product of the given reaction. (1) Given the reactants [NH2:1][C:2]1[CH:7]=[CH:6][CH:5]=[C:4]([CH3:8])[N:3]=1.Br[CH2:10][C:11](=O)[C:12]([O:14][CH2:15][CH3:16])=[O:13], predict the reaction product. The product is: [CH2:15]([O:14][C:12]([C:11]1[N:1]=[C:2]2[CH:7]=[CH:6][CH:5]=[C:4]([CH3:8])[N:3]2[CH:10]=1)=[O:13])[CH3:16]. (2) Given the reactants [CH3:1][N:2]([CH3:18])[CH:3]([CH2:16][CH3:17])[CH:4]([C:6]1[CH:11]=[CH:10][C:9]([NH:12][C:13](=[O:15])[CH3:14])=[CH:8][CH:7]=1)O.C([N:21]1[CH:25]=[CH:24][N:23]=[CH:22]1)([N:21]1[CH:25]=[CH:24][N:23]=[CH:22]1)=O, predict the reaction product. The product is: [CH3:1][N:2]([CH3:18])[CH:3]([CH2:16][CH3:17])[CH:4]([C:6]1[CH:11]=[CH:10][C:9]([NH:12][C:13](=[O:15])[CH3:14])=[CH:8][CH:7]=1)[N:21]1[CH:25]=[CH:24][N:23]=[CH:22]1. (3) Given the reactants [NH2:1][C:2]1[C:11]2[C:6](=[CH:7][CH:8]=[C:9]([Br:12])[CH:10]=2)[CH:5]=[CH:4][N:3]=1.BrC1C=C2C(=CC=1)C(N[C:25](=[O:32])[C:26]1[CH:31]=[CH:30][CH:29]=[CH:28][CH:27]=1)=NC=C2, predict the reaction product. The product is: [Br:12][C:9]1[CH:10]=[C:11]2[C:6]([CH:5]=[CH:4][N:3]=[C:2]2[NH:1][C:25](=[O:32])[C:26]2[CH:31]=[CH:30][CH:29]=[CH:28][CH:27]=2)=[CH:7][CH:8]=1. (4) Given the reactants [OH:1][CH:2]1[CH2:7][CH2:6][C:5]([C:12]2[CH:17]=[CH:16][CH:15]=[C:14]([O:18][CH3:19])[CH:13]=2)([C:8]([O:10][CH3:11])=[O:9])[CH2:4][CH2:3]1.[C:20]1(P([C:20]2[CH:25]=[CH:24][CH:23]=[CH:22][CH:21]=2)[C:20]2[CH:25]=[CH:24][CH:23]=[CH:22][CH:21]=2)[CH:25]=[CH:24][CH:23]=[CH:22][CH:21]=1.C1(O)C=CC=CC=1.N(C(OCC)=O)=NC(OCC)=O, predict the reaction product. The product is: [CH3:19][O:18][C:14]1[CH:13]=[C:12]([C:5]2([C:8]([O:10][CH3:11])=[O:9])[CH2:6][CH2:7][CH:2]([O:1][C:20]3[CH:25]=[CH:24][CH:23]=[CH:22][CH:21]=3)[CH2:3][CH2:4]2)[CH:17]=[CH:16][CH:15]=1. (5) Given the reactants [Cl:1][C:2]1[CH:7]=[CH:6][N:5]=[C:4]2[NH:8][CH:9]=[CH:10][C:3]=12.[Li]CCCC.[Si:16](Cl)([C:19]([CH3:22])([CH3:21])[CH3:20])([CH3:18])[CH3:17], predict the reaction product. The product is: [C:19]([Si:16]([CH3:18])([CH3:17])[N:8]1[C:4]2=[N:5][CH:6]=[CH:7][C:2]([Cl:1])=[C:3]2[CH:10]=[CH:9]1)([CH3:22])([CH3:21])[CH3:20].